This data is from Forward reaction prediction with 1.9M reactions from USPTO patents (1976-2016). The task is: Predict the product of the given reaction. (1) The product is: [Cl:1][C:2]1[S:3][C:4]([S:15]([CH3:18])(=[O:17])=[O:16])=[C:5]2[C:10]3[N:11]=[C:12]([NH:14][S:28]([C:25]4[CH:26]=[CH:27][C:22]([CH2:19][CH2:20][CH3:21])=[CH:23][CH:24]=4)(=[O:30])=[O:29])[S:13][C:9]=3[CH2:8][CH2:7][C:6]=12. Given the reactants [Cl:1][C:2]1[S:3][C:4]([S:15]([CH3:18])(=[O:17])=[O:16])=[C:5]2[C:10]3[N:11]=[C:12]([NH2:14])[S:13][C:9]=3[CH2:8][CH2:7][C:6]=12.[CH2:19]([C:22]1[CH:27]=[CH:26][C:25]([S:28](Cl)(=[O:30])=[O:29])=[CH:24][CH:23]=1)[CH2:20][CH3:21], predict the reaction product. (2) Given the reactants N1C=CC=CC=1C1NC2C=CC=CC=2N=1.C(=O)([O-])[O-].[Cs+].[Cs+].[NH:22]1[CH:26]=[CH:25][N:24]=[CH:23]1.[Cl:27][C:28]1[CH:33]=[C:32](I)[CH:31]=[CH:30][C:29]=1[C:35]1[S:36][C:37]([N:40]2[CH2:47][C@@H:46]3[C@@H:42]([CH2:43][N:44]([CH3:48])[CH2:45]3)[CH2:41]2)=[N:38][N:39]=1, predict the reaction product. The product is: [Cl:27][C:28]1[CH:33]=[C:32]([N:22]2[CH:26]=[CH:25][N:24]=[CH:23]2)[CH:31]=[CH:30][C:29]=1[C:35]1[S:36][C:37]([N:40]2[CH2:41][C@@H:42]3[C@@H:46]([CH2:45][N:44]([CH3:48])[CH2:43]3)[CH2:47]2)=[N:38][N:39]=1. (3) Given the reactants [CH3:1][S:2]([CH2:5][C@H:6]([NH:8][C:9]([C:11]1[C:12](OC2C=CC(F)=CC=2F)=[N:13][C:14]([O:17][C:18]2[CH:23]=[CH:22][C:21]([F:24])=[CH:20][C:19]=2[F:25])=[N:15][CH:16]=1)=O)[CH3:7])(=[O:4])=[O:3].N1C(C)=CC=CC=1C.FC(F)(F)C(OC(=O)C(F)(F)F)=O.C(OC(C)(C)C)(=O)[NH:57][NH2:58], predict the reaction product. The product is: [F:25][C:19]1[CH:20]=[C:21]([F:24])[CH:22]=[CH:23][C:18]=1[O:17][C:14]1[N:13]=[C:12]2[NH:57][N:58]=[C:9]([NH:8][C@H:6]([CH3:7])[CH2:5][S:2]([CH3:1])(=[O:4])=[O:3])[C:11]2=[CH:16][N:15]=1. (4) Given the reactants [CH3:1][NH:2][C:3]1[CH:8]=[CH:7][CH:6]=[CH:5][C:4]=1[NH2:9].[C:10](O)(=[O:14])[C:11]([CH3:13])=O, predict the reaction product. The product is: [CH3:1][N:2]1[C:3]2[C:4](=[CH:5][CH:6]=[CH:7][CH:8]=2)[N:9]=[C:11]([CH3:13])[C:10]1=[O:14]. (5) Given the reactants [BH4-].[Na+].[F:3][C:4]([F:23])([F:22])[O:5][C:6]1[CH:11]=[CH:10][C:9]([S:12]([N:15]2[CH2:20][CH2:19][C:18](=[O:21])[CH2:17][CH2:16]2)(=[O:14])=[O:13])=[CH:8][CH:7]=1, predict the reaction product. The product is: [F:23][C:4]([F:3])([F:22])[O:5][C:6]1[CH:7]=[CH:8][C:9]([S:12]([N:15]2[CH2:16][CH2:17][CH:18]([OH:21])[CH2:19][CH2:20]2)(=[O:13])=[O:14])=[CH:10][CH:11]=1. (6) Given the reactants [CH2:1]([N:8]([C:14]([O:16][CH2:17][C:18]1[CH:23]=[CH:22][CH:21]=[CH:20]C=1)=[O:15])[CH2:9][CH2:10][C:11]([OH:13])=O)[C:2]1[CH:7]=[CH:6][CH:5]=[CH:4][CH:3]=1.C(N(CC)CC)C.C(Cl)(=O)C(C)(C)C.[Li+].[Cl-].[CH2:40]([C@@H:47]1[CH2:51][O:50][C:49](=[O:52])[NH:48]1)[C:41]1[CH:46]=[CH:45][CH:44]=[CH:43][CH:42]=1, predict the reaction product. The product is: [C:17]1([O:16][C:14](=[O:15])[N:8]([CH2:1][C:2]2[CH:3]=[CH:4][CH:5]=[CH:6][CH:7]=2)[CH2:9][CH2:10][C:11]([N:48]2[C@H:47]([CH2:40][C:41]3[CH:46]=[CH:45][CH:44]=[CH:43][CH:42]=3)[CH2:51][O:50][C:49]2=[O:52])=[O:13])[CH:18]=[CH:23][CH:22]=[CH:21][CH:20]=1. (7) Given the reactants [CH:1]([C:3]1[C:4]([O:14][CH2:15][C:16]2[CH:36]=[CH:35][C:19]([O:20][CH2:21][C:22]3[N:23]=[C:24](/[CH:28]=[CH:29]/[C:30]([O:32][CH2:33][CH3:34])=[O:31])[O:25][C:26]=3[CH3:27])=[C:18]([O:37][CH3:38])[CH:17]=2)=[N:5][N:6]([C:8]2[CH:13]=[CH:12][CH:11]=[CH:10][CH:9]=2)[CH:7]=1)=O.[Cl-].[CH2:40]([C:42]1[S:43][CH:44]=[C:45]([CH2:47][P+](C2C=CC=CC=2)(C2C=CC=CC=2)C2C=CC=CC=2)[N:46]=1)[CH3:41].C(=O)([O-])[O-].[K+].[K+].CN(C)C=O, predict the reaction product. The product is: [CH2:40]([C:42]1[S:43][CH:44]=[C:45](/[CH:47]=[CH:1]\[C:3]2[C:4]([O:14][CH2:15][C:16]3[CH:36]=[CH:35][C:19]([O:20][CH2:21][C:22]4[N:23]=[C:24](/[CH:28]=[CH:29]/[C:30]([O:32][CH2:33][CH3:34])=[O:31])[O:25][C:26]=4[CH3:27])=[C:18]([O:37][CH3:38])[CH:17]=3)=[N:5][N:6]([C:8]3[CH:9]=[CH:10][CH:11]=[CH:12][CH:13]=3)[CH:7]=2)[N:46]=1)[CH3:41]. (8) Given the reactants Cl.[NH:2]([C:4]1[CH:12]=[CH:11][CH:10]=[CH:9][C:5]=1[C:6]([OH:8])=[O:7])[NH2:3].C(N(CC)CC)C.C[O:21][C:22](=O)[N:23]=[C:24](SC)[C:25]([C:39]1[CH:44]=[C:43]([O:45][CH2:46][CH3:47])[C:42]([O:48][CH3:49])=[CH:41][C:40]=1[F:50])=[N:26][C:27]1[CH:32]=[CH:31][C:30]([C:33]2[N:37]=[C:36]([CH3:38])[O:35][N:34]=2)=[CH:29][CH:28]=1, predict the reaction product. The product is: [CH2:46]([O:45][C:43]1[C:42]([O:48][CH3:49])=[CH:41][C:40]([F:50])=[C:39]([CH:25]([NH:26][C:27]2[CH:28]=[CH:29][C:30]([C:33]3[N:37]=[C:36]([CH3:38])[O:35][N:34]=3)=[CH:31][CH:32]=2)[C:24]2[NH:23][C:22](=[O:21])[N:2]([C:4]3[CH:12]=[CH:11][CH:10]=[CH:9][C:5]=3[C:6]([OH:8])=[O:7])[N:3]=2)[CH:44]=1)[CH3:47].